From a dataset of Full USPTO retrosynthesis dataset with 1.9M reactions from patents (1976-2016). Predict the reactants needed to synthesize the given product. (1) Given the product [CH2:10]([O:11][CH:12]([O:19][CH2:10]/[CH:9]=[C:7](/[CH2:6][CH2:5][CH:4]=[C:2]([CH3:3])[CH3:1])\[CH3:8])[CH2:13][CH2:14][CH2:15][CH2:16][CH2:17][CH3:18])/[CH:9]=[C:7](/[CH2:6][CH2:5][CH:4]=[C:2]([CH3:1])[CH3:3])\[CH3:8], predict the reactants needed to synthesize it. The reactants are: [CH3:1][C:2](=[CH:4][CH2:5][CH2:6]/[C:7](=[CH:9]/[CH2:10][OH:11])/[CH3:8])[CH3:3].[CH:12](=[O:19])[CH2:13][CH2:14][CH2:15][CH2:16][CH2:17][CH3:18]. (2) Given the product [CH3:19][N:20]([CH3:22])/[CH:21]=[N:16]\[C:14]([C:8]1[N:7]=[C:6]2[N:10]([CH2:11][CH2:12][O:13][C:4]3[CH:3]=[C:2]([Br:1])[CH:18]=[CH:17][C:5]=32)[CH:9]=1)=[O:15], predict the reactants needed to synthesize it. The reactants are: [Br:1][C:2]1[CH:18]=[CH:17][C:5]2[C:6]3[N:10]([CH2:11][CH2:12][O:13][C:4]=2[CH:3]=1)[CH:9]=[C:8]([C:14]([NH2:16])=[O:15])[N:7]=3.[CH3:19][N:20]([CH:22](OC)OC)[CH3:21]. (3) Given the product [OH:11][C:6]1[C:5]([N+:12]([O-:14])=[O:13])=[CH:4][C:3]([CH:1]2[C:22]([C:23]3[CH:28]=[CH:27][CH:26]=[CH:25][CH:24]=3)=[C:21]([C:15]3[CH:20]=[CH:19][CH:18]=[CH:17][CH:16]=3)[NH:33][C:31](=[O:32])[NH:30]2)=[CH:10][C:7]=1[C:8]#[N:9], predict the reactants needed to synthesize it. The reactants are: [CH:1]([C:3]1[CH:4]=[C:5]([N+:12]([O-:14])=[O:13])[C:6]([OH:11])=[C:7]([CH:10]=1)[C:8]#[N:9])=O.[C:15]1([C:21](=O)[CH2:22][C:23]2[CH:28]=[CH:27][CH:26]=[CH:25][CH:24]=2)[CH:20]=[CH:19][CH:18]=[CH:17][CH:16]=1.[NH2:30][C:31]([NH2:33])=[O:32].Cl. (4) Given the product [NH2:7][C:8]1[CH:16]=[CH:15][CH:14]=[C:13]([F:17])[C:9]=1[CH2:10][OH:11], predict the reactants needed to synthesize it. The reactants are: [H-].[H-].[H-].[H-].[Li+].[Al+3].[NH2:7][C:8]1[CH:16]=[CH:15][CH:14]=[C:13]([F:17])[C:9]=1[C:10](O)=[O:11]. (5) Given the product [Cl:21][C:5]1[CH:4]=[C:3]([F:22])[C:2]([NH:1][C:24]([O:26][CH3:27])=[O:25])=[CH:20][C:6]=1[O:7][C:8]1[CH:19]=[CH:18][CH:17]=[CH:16][C:9]=1[O:10][CH2:11][C:12]([O:14][CH3:15])=[O:13], predict the reactants needed to synthesize it. The reactants are: [NH2:1][C:2]1[C:3]([F:22])=[CH:4][C:5]([Cl:21])=[C:6]([CH:20]=1)[O:7][C:8]1[CH:19]=[CH:18][CH:17]=[CH:16][C:9]=1[O:10][CH2:11][C:12]([O:14][CH3:15])=[O:13].Cl[C:24]([O:26][CH3:27])=[O:25].O1CCCC1.Cl. (6) Given the product [CH2:1]([N:3]1[C:4]2[CH:9]=[CH:8][CH:7]=[CH:6][C:5]=2[NH:10][C:11]1=[O:12])[CH3:2], predict the reactants needed to synthesize it. The reactants are: [CH2:1]([NH:3][C:4]1[C:5]([NH2:10])=[CH:6][CH:7]=[CH:8][CH:9]=1)[CH3:2].[C:11](N1C=CN=C1)(N1C=CN=C1)=[O:12].C(OCC)(=O)C.Cl. (7) Given the product [C:1]([O:5][C:6](=[O:22])[NH:7][CH:8]([C:12](=[O:21])[NH:13][C:14]1[CH:19]=[CH:18][C:17]([C:26]([CH3:27])=[CH:25][C:24](=[O:28])[CH3:23])=[CH:16][N:15]=1)[CH2:9][CH2:10][CH3:11])([CH3:4])([CH3:3])[CH3:2], predict the reactants needed to synthesize it. The reactants are: [C:1]([O:5][C:6](=[O:22])[NH:7][CH:8]([C:12](=[O:21])[NH:13][C:14]1[CH:19]=[CH:18][C:17](Br)=[CH:16][N:15]=1)[CH2:9][CH2:10][CH3:11])([CH3:4])([CH3:3])[CH3:2].[CH3:23][C:24](=[O:28])[CH:25]=[CH:26][CH3:27].C(N(C(C)C)CC)(C)C.C1(C)C=CC=CC=1P(C1C=CC=CC=1C)C1C=CC=CC=1C. (8) Given the product [C:6]1([NH:12][C@@H:13]2[CH2:14][CH2:15][C@H:16]([C:19]([O:21][CH3:22])=[O:20])[CH2:17][CH2:18]2)[CH:7]=[CH:8][CH:9]=[CH:10][CH:11]=1, predict the reactants needed to synthesize it. The reactants are: S(Cl)(Cl)=O.Cl.[C:6]1([NH:12][C@@H:13]2[CH2:18][CH2:17][C@H:16]([C:19]([OH:21])=[O:20])[CH2:15][CH2:14]2)[CH:11]=[CH:10][CH:9]=[CH:8][CH:7]=1.[CH3:22]O. (9) Given the product [CH:20]1([NH:19][S:16]([C:3]2[C:2]3[NH:1][C:30](=[O:31])[NH:8][C:7]=3[CH:6]=[C:5]([C:9]3[C:10]([CH3:15])=[N:11][O:12][C:13]=3[CH3:14])[CH:4]=2)(=[O:17])=[O:18])[CH2:24][CH2:23][CH2:22][CH2:21]1, predict the reactants needed to synthesize it. The reactants are: [NH2:1][C:2]1[C:7]([NH2:8])=[CH:6][C:5]([C:9]2[C:10]([CH3:15])=[N:11][O:12][C:13]=2[CH3:14])=[CH:4][C:3]=1[S:16]([NH:19][CH:20]1[CH2:24][CH2:23][CH2:22][CH2:21]1)(=[O:18])=[O:17].C1N=CN([C:30](N2C=NC=C2)=[O:31])C=1.